This data is from Catalyst prediction with 721,799 reactions and 888 catalyst types from USPTO. The task is: Predict which catalyst facilitates the given reaction. (1) Reactant: [CH2:1]([CH2:8][N:9]=[C:10]([NH2:12])[NH2:11])[CH2:2][C@H:3]([NH2:7])[C:4]([OH:6])=[O:5].O.[CH2:14]([O:18][CH2:19][CH:20]([CH2:25][CH3:26])[CH2:21][CH2:22][CH2:23][CH3:24])[CH:15]1[O:17][CH2:16]1.[ClH:27]. Product: [ClH:27].[OH:17][CH:15]([CH2:14][O:18][CH2:19][CH:20]([CH2:25][CH3:26])[CH2:21][CH2:22][CH2:23][CH3:24])[CH2:16][NH:7][C@H:3]([C:4]([OH:6])=[O:5])[CH2:2][CH2:1][CH2:8][NH:9][C:10](=[NH:12])[NH2:11]. The catalyst class is: 8. (2) Reactant: C(O[C:9]([NH:11][C:12]1[S:13][CH:14]=[C:15]([C:24]2[N:28]([CH3:29])[N:27]=[C:26]([C:30]([F:33])([F:32])[F:31])[CH:25]=2)[C:16]=1[C:17]([O:19][C:20]([CH3:23])([CH3:22])[CH3:21])=[O:18])=[O:10])C1C=CC=CC=1.CCN([CH:40]([CH3:42])[CH3:41])C(C)C. Product: [O:19]1[C:17]2[CH:16]=[CH:12][CH:42]=[CH:40][C:41]=2[CH:21]=[C:20]1[C:9]([NH:11][C:12]1[S:13][CH:14]=[C:15]([C:24]2[N:28]([CH3:29])[N:27]=[C:26]([C:30]([F:33])([F:31])[F:32])[CH:25]=2)[C:16]=1[C:17]([O:19][C:20]([CH3:23])([CH3:22])[CH3:21])=[O:18])=[O:10]. The catalyst class is: 166.